Dataset: Forward reaction prediction with 1.9M reactions from USPTO patents (1976-2016). Task: Predict the product of the given reaction. (1) Given the reactants [CH2:1]([O:8][C:9]1[CH:14]=[CH:13][N:12]([C:15]2[CH:16]=[C:17]3[C:21](=[CH:22][CH:23]=2)[N:20]([CH2:24][CH2:25][N:26]2[CH2:30][CH2:29][C@@H:28]([F:31])[CH2:27]2)[N:19]=[CH:18]3)[C:11](=[O:32])[CH:10]=1)[C:2]1[CH:7]=[CH:6][CH:5]=[CH:4][CH:3]=1.[ClH:33].C(OCC)C, predict the reaction product. The product is: [ClH:33].[CH2:1]([O:8][C:9]1[CH:14]=[CH:13][N:12]([C:15]2[CH:16]=[C:17]3[C:21](=[CH:22][CH:23]=2)[N:20]([CH2:24][CH2:25][N:26]2[CH2:30][CH2:29][C@@H:28]([F:31])[CH2:27]2)[N:19]=[CH:18]3)[C:11](=[O:32])[CH:10]=1)[C:2]1[CH:7]=[CH:6][CH:5]=[CH:4][CH:3]=1. (2) Given the reactants [NH2:1][C:2]1[CH:9]=[C:8]([Cl:10])[C:7]([CH2:11][CH2:12][CH3:13])=[CH:6][C:3]=1[C:4]#[N:5].C1C(=O)N([Br:21])C(=O)C1, predict the reaction product. The product is: [NH2:1][C:2]1[C:9]([Br:21])=[C:8]([Cl:10])[C:7]([CH2:11][CH2:12][CH3:13])=[CH:6][C:3]=1[C:4]#[N:5]. (3) Given the reactants [F:1][C:2]([F:7])([F:6])[C:3]([OH:5])=[O:4].C([O:10][C:11](=[O:42])[CH:12]([CH2:36][C:37]([O:39]CC)=[O:38])[S:13][C:14](=[O:35])[CH:15]([CH3:34])[CH2:16][C:17]1[O:18][C:19]([C:22]([O:24][C:25]2[CH:30]=[CH:29][C:28]([C:31](=[NH:33])[NH2:32])=[CH:27][CH:26]=2)=[O:23])=[CH:20][CH:21]=1)C.Cl.O1CCOCC1, predict the reaction product. The product is: [F:1][C:2]([F:7])([F:6])[C:3]([OH:5])=[O:4].[F:1][C:2]([F:7])([F:6])[C:3]([OH:5])=[O:4].[C:31]([C:28]1[CH:27]=[CH:26][C:25]([O:24][C:22]([C:19]2[O:18][C:17]([CH2:16][CH:15]([CH3:34])[C:14]([S:13][CH:12]([CH2:36][C:37]([OH:39])=[O:38])[C:11]([OH:42])=[O:10])=[O:35])=[CH:21][CH:20]=2)=[O:23])=[CH:30][CH:29]=1)(=[NH:32])[NH2:33]. (4) Given the reactants Br[C:2]1[CH:7]=[CH:6][CH:5]=[C:4]([O:8][CH3:9])[CH:3]=1.C([Sn](CCCC)(CCCC)[C:15]1[O:16][CH:17]=[CH:18][N:19]=1)CCC, predict the reaction product. The product is: [CH3:9][O:8][C:4]1[CH:3]=[C:2]([C:15]2[O:16][CH:17]=[CH:18][N:19]=2)[CH:7]=[CH:6][CH:5]=1. (5) Given the reactants OO.[Ce:3].[NH2:4][C@H:5]([C:9]([OH:11])=[O:10])[CH:6]([CH3:8])[CH3:7].[N+]([O-])(O)=O, predict the reaction product. The product is: [NH2:4][C@H:5]([C:9]([OH:11])=[O:10])[CH:6]([CH3:8])[CH3:7].[Ce:3]. (6) Given the reactants [Cl:1][C:2]1[CH:3]=[C:4]([CH:7]=[CH:8][C:9]=1[Cl:10])[CH:5]=O.[C:11]([CH2:13][C:14](OCC)=[O:15])#[N:12].[CH2:19]([O:26][CH2:27][C@H:28]([CH3:33])[CH2:29][C:30](=[NH:32])[NH2:31])[C:20]1[CH:25]=[CH:24][CH:23]=[CH:22][CH:21]=1.C([O-])([O-])=O.[K+].[K+], predict the reaction product. The product is: [CH2:19]([O:26][CH2:27][C@H:28]([CH3:33])[CH2:29][C:30]1[N:31]=[C:5]([C:4]2[CH:7]=[CH:8][C:9]([Cl:10])=[C:2]([Cl:1])[CH:3]=2)[C:13]([C:11]#[N:12])=[C:14]([OH:15])[N:32]=1)[C:20]1[CH:25]=[CH:24][CH:23]=[CH:22][CH:21]=1. (7) Given the reactants [F:1][C:2]1[CH:7]=[CH:6][C:5]([C:8]2[CH:12]=[C:11]([NH2:13])[N:10]([C:14]3[CH:19]=[CH:18][CH:17]=[CH:16][C:15]=3[CH3:20])[N:9]=2)=[CH:4][CH:3]=1.I[C:22]1[CH:30]=[CH:29][CH:28]=[CH:27][C:23]=1[C:24]([OH:26])=[O:25].C(=O)([O-])[O-].[K+].[K+].C(O)(=O)C, predict the reaction product. The product is: [F:1][C:2]1[CH:3]=[CH:4][C:5]([C:8]2[CH:12]=[C:11]([NH:13][C:22]3[CH:30]=[CH:29][CH:28]=[CH:27][C:23]=3[C:24]([OH:26])=[O:25])[N:10]([C:14]3[CH:19]=[CH:18][CH:17]=[CH:16][C:15]=3[CH3:20])[N:9]=2)=[CH:6][CH:7]=1. (8) Given the reactants [Cu][C:2]#[N:3].Br[C:5]1[N:6]=[C:7]([C@H:16]2[CH2:21][CH2:20][C@H:19]([C:22]([NH:24][CH2:25][CH2:26][NH:27][C:28]([C:30]3[C:31]([C:41]([F:44])([F:43])[F:42])=[N:32][N:33]([C:35]4[CH:40]=[CH:39][CH:38]=[CH:37][CH:36]=4)[CH:34]=3)=[O:29])=[O:23])[CH2:18][CH2:17]2)[O:8][C:9]=1[C:10]1[CH:15]=[CH:14][CH:13]=[CH:12][CH:11]=1, predict the reaction product. The product is: [C:2]([C:5]1[N:6]=[C:7]([C@H:16]2[CH2:17][CH2:18][C@H:19]([C:22]([NH:24][CH2:25][CH2:26][NH:27][C:28]([C:30]3[C:31]([C:41]([F:42])([F:44])[F:43])=[N:32][N:33]([C:35]4[CH:40]=[CH:39][CH:38]=[CH:37][CH:36]=4)[CH:34]=3)=[O:29])=[O:23])[CH2:20][CH2:21]2)[O:8][C:9]=1[C:10]1[CH:15]=[CH:14][CH:13]=[CH:12][CH:11]=1)#[N:3]. (9) Given the reactants Br[C:2]1[CH:3]=[C:4]([O:11][CH2:12][CH3:13])[C:5]([OH:10])=[C:6]([CH:9]=1)[CH:7]=[O:8].[S:14]1[CH:18]=[CH:17][CH:16]=[C:15]1B(O)O, predict the reaction product. The product is: [CH2:12]([O:11][C:4]1[C:5]([OH:10])=[C:6]([CH:9]=[C:2]([C:15]2[S:14][CH:18]=[CH:17][CH:16]=2)[CH:3]=1)[CH:7]=[O:8])[CH3:13]. (10) The product is: [C:21]([CH2:22][C:4]([C:6]1[CH:20]=[CH:19][C:9]2[N:10]=[C:11]([NH:13][C:14]([NH:16][CH2:17][CH3:18])=[O:15])[S:12][C:8]=2[CH:7]=1)=[O:5])#[N:23]. Given the reactants C(O[C:4]([C:6]1[CH:20]=[CH:19][C:9]2[N:10]=[C:11]([NH:13][C:14]([NH:16][CH2:17][CH3:18])=[O:15])[S:12][C:8]=2[CH:7]=1)=[O:5])C.[C:21](#[N:23])[CH3:22].[Li+].C[Si]([N-][Si](C)(C)C)(C)C.C1COCC1, predict the reaction product.